Dataset: Reaction yield outcomes from USPTO patents with 853,638 reactions. Task: Predict the reaction yield, written as a fraction of the theoretical maximum amount of product (1.0 means a 100% yield; for example, 0.34 means a 34% yield). The reactants are C(N(CC)CC)C.[CH3:8][N:9]1[C:17]2[C:12](=[CH:13][CH:14]=[CH:15][CH:16]=2)[C:11]([CH:18]=[O:19])=[N:10]1.[CH3:20][O:21][C:22]1[CH:23]=[C:24]([CH:35]=[CH:36][CH:37]=1)[N:25]=[CH:26][C:27]1[CH:32]=[N:31][C:30]([O:33][CH3:34])=[CH:29][N:28]=1. The catalyst is [Cl-].C([N+]1C(C)=C(CCO)SC=1)C1C=CC=CC=1.C(O)C. The product is [CH3:20][O:21][C:22]1[CH:23]=[C:24]([NH:25][CH:26]([C:27]2[CH:32]=[N:31][C:30]([O:33][CH3:34])=[CH:29][N:28]=2)[C:18]([C:11]2[C:12]3[C:17](=[CH:16][CH:15]=[CH:14][CH:13]=3)[N:9]([CH3:8])[N:10]=2)=[O:19])[CH:35]=[CH:36][CH:37]=1. The yield is 0.760.